This data is from Forward reaction prediction with 1.9M reactions from USPTO patents (1976-2016). The task is: Predict the product of the given reaction. (1) The product is: [CH2:1]([N:8]1[C:12]([NH:13][C:25]2[CH:26]=[CH:27][C:22]([O:21][Si:14]([C:17]([CH3:20])([CH3:19])[CH3:18])([CH3:15])[CH3:16])=[CH:23][CH:24]=2)=[CH:11][CH:10]=[N:9]1)[C:2]1[CH:3]=[CH:4][CH:5]=[CH:6][CH:7]=1. Given the reactants [CH2:1]([N:8]1[C:12]([NH2:13])=[CH:11][CH:10]=[N:9]1)[C:2]1[CH:7]=[CH:6][CH:5]=[CH:4][CH:3]=1.[Si:14]([O:21][C:22]1[CH:27]=[CH:26][C:25](B(O)O)=[CH:24][CH:23]=1)([C:17]([CH3:20])([CH3:19])[CH3:18])([CH3:16])[CH3:15].N1C=CC=CC=1, predict the reaction product. (2) Given the reactants [C:1]([O:6][CH:7]([O:11][C:12]([CH3:14])=[S:13])[CH:8]([CH3:10])[CH3:9])(=[O:5])[CH2:2][CH2:3][CH3:4].CCCCCC, predict the reaction product. The product is: [C:1]([O:6][C@@H:7]([O:11][C:12]([CH3:14])=[S:13])[CH:8]([CH3:10])[CH3:9])(=[O:5])[CH2:2][CH2:3][CH3:4]. (3) Given the reactants [Cl:1][C:2]1[CH:10]=[C:9]2[C:5]([CH2:6][CH2:7][C:8]2=[O:11])=[CH:4][CH:3]=1.N(C(C)(C)C#N)=NC(C)(C)C#N.[Br:24]N1C(=O)CCC1=O.C(N(CC)CC)C, predict the reaction product. The product is: [Br:24][C:6]1[C:5]2[C:9](=[CH:10][C:2]([Cl:1])=[CH:3][CH:4]=2)[C:8](=[O:11])[CH:7]=1. (4) The product is: [OH:22][CH:13]([C:14]1[CH:15]=[CH:16][C:17]([O:20][CH3:21])=[CH:18][CH:19]=1)[CH2:12][N:11]1[C:10]2[CH:9]=[CH:8][NH:7][C:6]=2[C:4](=[O:5])[NH:35][C:36]1=[S:37]. Given the reactants C(O[C:4]([C:6]1[NH:7][CH:8]=[CH:9][C:10]=1[NH:11][CH2:12][CH:13]([O:22][Si](C(C)(C)C)(C)C)[C:14]1[CH:19]=[CH:18][C:17]([O:20][CH3:21])=[CH:16][CH:15]=1)=[O:5])C.C(OC([N:35]=[C:36]=[S:37])=O)C, predict the reaction product. (5) Given the reactants Cl[C:2]1[C:11]2[C:6](=[CH:7][CH:8]=[C:9]([Cl:12])[N:10]=2)[N:5]=[CH:4][C:3]=1[C:13](=[O:16])[CH2:14][CH3:15].[NH2:17][C:18]1[CH:19]=[CH:20][C:21]([N:24]2[CH2:29][CH2:28][CH2:27][C@H:26]([NH:30][C:31](=[O:37])[O:32][C:33]([CH3:36])([CH3:35])[CH3:34])[CH2:25]2)=[N:22][CH:23]=1, predict the reaction product. The product is: [Cl:12][C:9]1[N:10]=[C:11]2[C:6](=[CH:7][CH:8]=1)[N:5]=[CH:4][C:3]([C:13](=[O:16])[CH2:14][CH3:15])=[C:2]2[NH:17][C:18]1[CH:19]=[CH:20][C:21]([N:24]2[CH2:29][CH2:28][CH2:27][C@H:26]([NH:30][C:31](=[O:37])[O:32][C:33]([CH3:35])([CH3:34])[CH3:36])[CH2:25]2)=[N:22][CH:23]=1.